Task: Predict the reaction yield, written as a fraction of the theoretical maximum amount of product (1.0 means a 100% yield; for example, 0.34 means a 34% yield).. Dataset: Reaction yield outcomes from USPTO patents with 853,638 reactions (1) The reactants are [C:1](Cl)(=[O:8])[C:2]1[CH:7]=[CH:6][CH:5]=[CH:4][CH:3]=1.[Cl:10][C:11]1[CH:12]=[C:13]([CH:34]=[CH:35][C:36]=1[Cl:37])[CH2:14][N:15]([CH3:33])[C:16]([C:18]1[CH2:19][N:20]([CH2:25][CH2:26][N:27]2[CH2:32][CH2:31][NH:30][CH2:29][CH2:28]2)[C:21](=[O:24])[C:22]=1[OH:23])=[O:17]. The catalyst is ClCCl.N1C=CC=CC=1.ClCCl. The product is [Cl:10][C:11]1[CH:12]=[C:13]([CH:34]=[CH:35][C:36]=1[Cl:37])[CH2:14][N:15]([CH3:33])[C:16]([C:18]1[CH2:19][N:20]([CH2:25][CH2:26][N:27]2[CH2:28][CH2:29][N:30]([C:1](=[O:8])[C:2]3[CH:7]=[CH:6][CH:5]=[CH:4][CH:3]=3)[CH2:31][CH2:32]2)[C:21](=[O:24])[C:22]=1[OH:23])=[O:17]. The yield is 0.200. (2) The reactants are [CH2:1]([P:3]([CH2:10][CH2:11][CH2:12][NH2:13])(=[O:9])[O:4][CH2:5][CH2:6]CC)[CH3:2].C(O)C[OH:16]. The catalyst is C(O)(C([O-])=O)=O.C(O)(C([O-])=O)=O.O.O=[Ti].[K+].[K+]. The product is [CH2:1]([P:3]([CH2:10][CH2:11][CH2:12][NH2:13])(=[O:9])[O:4][CH2:5][CH2:6][OH:16])[CH3:2]. The yield is 0.960. (3) The reactants are [F:1][C:2]1[CH:34]=[CH:33][C:5]([CH2:6][N:7]2[C:16](=[O:17])[C:15]([C:18]3[NH:23][C:22]4[CH:24]=[CH:25][C:26](I)=[CH:27][C:21]=4[S:20](=[O:30])(=[O:29])[N:19]=3)=[C:14]([OH:31])[C@H:13]3[C@@H:8]2[C@H:9]2[CH2:32][C@@H:12]3[CH2:11][CH2:10]2)=[CH:4][CH:3]=1.C([Sn](CCCC)(CCCC)[C:40]1[S:41](=[O:46])(=[O:45])[CH2:42][CH2:43][CH:44]=1)CCC. The catalyst is CN(C)C=O.C1C=CC([P]([Pd]([P](C2C=CC=CC=2)(C2C=CC=CC=2)C2C=CC=CC=2)([P](C2C=CC=CC=2)(C2C=CC=CC=2)C2C=CC=CC=2)[P](C2C=CC=CC=2)(C2C=CC=CC=2)C2C=CC=CC=2)(C2C=CC=CC=2)C2C=CC=CC=2)=CC=1. The product is [O:45]=[S:41]1(=[O:46])[CH2:42][CH2:43][CH:44]=[C:40]1[C:26]1[CH:25]=[CH:24][C:22]2[NH:23][C:18]([C:15]3[C:16](=[O:17])[N:7]([CH2:6][C:5]4[CH:33]=[CH:34][C:2]([F:1])=[CH:3][CH:4]=4)[C@@H:8]4[C@H:13]([C:14]=3[OH:31])[C@@H:12]3[CH2:32][C@H:9]4[CH2:10][CH2:11]3)=[N:19][S:20](=[O:30])(=[O:29])[C:21]=2[CH:27]=1. The yield is 0.200.